The task is: Predict which catalyst facilitates the given reaction.. This data is from Catalyst prediction with 721,799 reactions and 888 catalyst types from USPTO. (1) Reactant: [OH:1][C:2]1[CH:14]=[CH:13][C:5]([O:6][CH2:7][CH2:8][CH2:9][C:10]([OH:12])=[O:11])=[C:4]([CH3:15])[C:3]=1[O:16][CH3:17].[Cl:18][C:19]1[CH:24]=[C:23]([Cl:25])[CH:22]=[CH:21][C:20]=1O.C(N=C=NC(C)C)(C)C.C(OCC)C. Product: [OH:1][C:2]1[CH:14]=[CH:13][C:5]([O:6][CH2:7][CH2:8][CH2:9][C:10]([O:12][C:22]2[CH:21]=[CH:20][C:19]([Cl:18])=[CH:24][C:23]=2[Cl:25])=[O:11])=[C:4]([CH3:15])[C:3]=1[O:16][CH3:17]. The catalyst class is: 2. (2) Reactant: Br[C:2]1[CH:3]=[C:4]([NH:13][S:14]([CH2:17][CH3:18])(=[O:16])=[O:15])[CH:5]=[N:6][C:7]=1[O:8][CH2:9][CH:10]1[CH2:12][CH2:11]1.[CH3:19][N:20]1[CH:29]=[C:28](B2OC(C)(C)C(C)(C)O2)[C:27]2[C:22](=[CH:23][CH:24]=[CH:25][CH:26]=2)[C:21]1=[O:39].CC(C1C=C(C(C)C)C(C2C=CC=CC=2P(C2CCCCC2)C2CCCCC2)=C(C(C)C)C=1)C.[O-]P([O-])([O-])=O.[K+].[K+].[K+]. Product: [CH:10]1([CH2:9][O:8][C:7]2[N:6]=[CH:5][C:4]([NH:13][S:14]([CH2:17][CH3:18])(=[O:16])=[O:15])=[CH:3][C:2]=2[C:28]2[C:27]3[C:22](=[CH:23][CH:24]=[CH:25][CH:26]=3)[C:21](=[O:39])[N:20]([CH3:19])[CH:29]=2)[CH2:12][CH2:11]1. The catalyst class is: 333.